This data is from Forward reaction prediction with 1.9M reactions from USPTO patents (1976-2016). The task is: Predict the product of the given reaction. (1) Given the reactants [C:1]([O:5][C:6](=[O:41])[NH:7][C:8]1([C:12]2[CH:17]=[CH:16][C:15]([C:18]3[C:27](=[O:28])[C:26]4[C:21](=[C:22]([N:29]5[CH2:34][CH2:33][O:32][CH2:31][CH2:30]5)[CH:23]=[CH:24][CH:25]=4)[O:20][C:19]=3[C:35]3[CH:40]=[CH:39][CH:38]=[CH:37][CH:36]=3)=[CH:14][CH:13]=2)[CH2:11][CH2:10][CH2:9]1)([CH3:4])([CH3:3])[CH3:2].C(OC(=O)[NH:48]C1(C2C=CC(C3C(=O)C4C(=C(Br)C=CC=4)OC=3C3C=CC=CC=3)=CC=2)CCC1)(C)(C)C.O=C1CNCCN1, predict the reaction product. The product is: [C:1]([O:5][C:6](=[O:41])[NH:7][C:8]1([C:12]2[CH:17]=[CH:16][C:15]([C:18]3[C:27](=[O:28])[C:26]4[C:21](=[C:22]([N:29]5[CH2:30][CH2:31][NH:48][C:33](=[O:32])[CH2:34]5)[CH:23]=[CH:24][CH:25]=4)[O:20][C:19]=3[C:35]3[CH:36]=[CH:37][CH:38]=[CH:39][CH:40]=3)=[CH:14][CH:13]=2)[CH2:9][CH2:10][CH2:11]1)([CH3:4])([CH3:2])[CH3:3]. (2) Given the reactants S(Cl)([Cl:3])=O.[Cl:5][C:6]1[CH:11]=[C:10]([CH2:12]O)[CH:9]=[C:8]([O:14][CH3:15])[N:7]=1, predict the reaction product. The product is: [ClH:3].[Cl:5][C:6]1[CH:11]=[C:10]([CH2:12][Cl:3])[CH:9]=[C:8]([O:14][CH3:15])[N:7]=1. (3) The product is: [NH2:21][C:20]1[NH:9][C:10]2[C:11]([C:16]=1[C:17]([NH2:19])=[O:18])=[CH:12][CH:13]=[CH:14][CH:15]=2. Given the reactants C([NH:9][C:10]1[CH:15]=[CH:14][CH:13]=[CH:12][C:11]=1[CH:16]([C:20]#[N:21])[C:17]([NH2:19])=[O:18])(=O)C1C=CC=CC=1, predict the reaction product. (4) Given the reactants [Cl:1][C:2]1[N:10]=[CH:9][N:8]=[C:7]2[C:3]=1[NH:4][CH:5]=[N:6]2.[O:11]1[CH:16]=[CH:15][CH2:14][CH2:13][CH2:12]1, predict the reaction product. The product is: [Cl:1][C:2]1[N:10]=[CH:9][N:8]=[C:7]2[C:3]=1[N:4]=[CH:5][N:6]2[CH:12]1[CH2:13][CH2:14][CH2:15][CH2:16][O:11]1. (5) Given the reactants [Cl:1][C:2]1[CH:29]=[CH:28][C:5]([CH2:6][NH:7][C:8]([C:10]2[C:11](=[O:27])[C:12]3[CH:19]=[C:18]([CH2:20][NH:21][CH2:22][CH:23]([OH:26])[CH2:24]Cl)[O:17][C:13]=3[N:14]([CH3:16])[CH:15]=2)=[O:9])=[CH:4][CH:3]=1.[CH3:30][O:31][C:32]1[CH:37]=[CH:36][CH:35]=[CH:34][C:33]=1[SH:38].[CH:39](N(C(C)C)CC)(C)C.[Na+].[Cl-], predict the reaction product. The product is: [Cl:1][C:2]1[CH:29]=[CH:28][C:5]([CH2:6][NH:7][C:8]([C:10]2[C:11](=[O:27])[C:12]3[CH:19]=[C:18]([CH2:20][N:21]([CH2:22][CH:23]([OH:26])[CH2:24][S:38][C:33]4[CH:34]=[CH:35][CH:36]=[CH:37][C:32]=4[O:31][CH3:30])[CH3:39])[O:17][C:13]=3[N:14]([CH3:16])[CH:15]=2)=[O:9])=[CH:4][CH:3]=1. (6) Given the reactants N12CCCN=C1CC[CH2:4][CH2:3][CH2:2]2.[OH:12][CH:13]([CH2:32][C:33]1[CH:38]=[CH:37][CH:36]=[CH:35][CH:34]=1)/[CH:14]=[CH:15]/[C@H:16]1[CH2:21][CH2:20][CH2:19][C:18](=[O:22])[N:17]1[CH2:23][C:24]#[C:25][CH2:26][CH2:27][CH2:28][C:29]([OH:31])=[O:30].IC(C)C, predict the reaction product. The product is: [CH:3]([O:30][C:29](=[O:31])[CH2:28][CH2:27][CH2:26][C:25]#[C:24][CH2:23][N:17]1[C:18](=[O:22])[CH2:19][CH2:20][CH2:21][C@@H:16]1/[CH:15]=[CH:14]/[CH:13]([OH:12])[CH2:32][C:33]1[CH:34]=[CH:35][CH:36]=[CH:37][CH:38]=1)([CH3:4])[CH3:2]. (7) Given the reactants C(NC(C)C)(C)C.C([Li])CCC.[F:13][C:14]1[CH:19]=[CH:18][CH:17]=[CH:16][N:15]=1.[Cl:20][C:21]1[CH:28]=[CH:27][CH:26]=[CH:25][C:22]=1[CH:23]=[O:24].CO.Cl, predict the reaction product. The product is: [Cl:20][C:21]1[CH:28]=[CH:27][CH:26]=[CH:25][C:22]=1[CH:23]([C:19]1[C:14]([F:13])=[N:15][CH:16]=[CH:17][CH:18]=1)[OH:24]. (8) Given the reactants [C:1]([O:5][C:6]([N:8]1[CH2:16][C@H:14]([OH:15])[CH2:13][C@H:9]1[C:10]([OH:12])=[O:11])=[O:7])([CH3:4])([CH3:3])[CH3:2].[H-].[Na+].[CH2:19](Br)[CH:20]=[CH2:21], predict the reaction product. The product is: [C:1]([O:5][C:6]([N:8]1[CH2:16][C@H:14]([O:15][CH2:21][CH:20]=[CH2:19])[CH2:13][C@H:9]1[C:10]([OH:12])=[O:11])=[O:7])([CH3:4])([CH3:2])[CH3:3].